This data is from Experimentally validated miRNA-target interactions with 360,000+ pairs, plus equal number of negative samples. The task is: Binary Classification. Given a miRNA mature sequence and a target amino acid sequence, predict their likelihood of interaction. (1) The miRNA is hsa-miR-4471 with sequence UGGGAACUUAGUAGAGGUUUAA. The protein sequence of the target gene is MNKVEQKSQESVSFKDVTVGFTQEEWQHLDPSQRALYRDVMLENYSNLVSVGYCVHKPEVIFRLQQGEEPWKQEEEFPSQSFPVWTADHLKERSQENQSKHLWEVVFINNEMLTKEQGDVIGIPFNVDVSSFPSRKMFCQCDSCGMSFNTVSELVISKINYLGKKSDEFNACGKLLLNIKHDETHTQEKNEVLKNRNTLSHHEETLQHEKIQTLEHNFEYSICQETLLEKAVFNTQKRENAEENNCDYNEFGRTLCDSSSLLFHQISPSRDNHYEFSDCEKFLCVKSTLSKPHGVSMKHY.... Result: 0 (no interaction). (2) The miRNA is mmu-miR-298-5p with sequence GGCAGAGGAGGGCUGUUCUUCCC. The protein sequence of the target gene is MAAPGERGRFHGGNLFFLPGGARSEMMDDLATDARGRGAGRRDAAASASTPAQAPTSDSPVAEDASRRRPCRACVDFKTWMRTQQKRDTKFREDCPPDREELGRHSWAVLHTLAAYYPDLPTPEQQQDMAQFIHLFSKFYPCEECAEDLRKRLCRNHPDTRTRACFTQWLCHLHNEVNRKLGKPDFDCSKVDERWRDGWKDGSCD. Result: 0 (no interaction). (3) The miRNA is rno-let-7d-3p with sequence CUAUACGACCUGCUGCCUUUCU. The protein sequence of the target gene is MSKGLPEARTDTAMSELVPEPRPKPAVPMKPVSINSNLLGCIGIDTIIEQMRKKTMKTGFDFNIMVVGQSGLGKSTLVNTLFKSQVSRKASSWNREEKIPKTVEIKAIGHVIEEGGVKMKLTVIDTPGFGDQINNENCWEPIEKYINEQYEKFLKEEVNIARKKRIPDTRVHCCLYFISPTGHSLRPLDLEFMKHLSKVVNVIPVIAKADTMTLEEKSEFKQRVRKELEVNGIEFYPQKEFDEDLEDKTENDKIRQESMPFAVVGSDKEYQVNGKRVLGRKTPWGIIEVENLNHCEFALL.... Result: 1 (interaction). (4) The protein sequence of the target gene is MYMQVETRTSTRLHLKRAPGIRSWSLLVGILSTGLAAAYYSGDSLGWKLFYVTGCLFVAVQNLEDWEEAIFNKNTGKVILKTFSLYKKLLTLLRAGHDQVVVLLKDIQDVNVEEEKVRYFGKGYMVVLRFATGFSHPLTQSAVMGRRSDVEAIAKLITSFLELHRLESPSERSQSSDSEPDGPGGQS. Result: 0 (no interaction). The miRNA is hsa-miR-4720-3p with sequence UGCUUAAGUUGUACCAAGUAU. (5) The miRNA is mmu-miR-3473b with sequence GGGCUGGAGAGAUGGCUCAG. The protein sequence of the target gene is MAAGVDFGDLELFEAFDPPEESTPKPVHTRFKDDEEEEDDDDDENGVGDAELQEQLRRCEATIEQLRAENQELKRKLNILTRPSGILVSNTKIDGPLLQILFMNNAISKQYHQEIEEFVSNLVKRFEEQQKNDVEKTSFSLLPQPSSVMLEEDHKVEESCAVKNNKEAFSVVGSVLYFTNFCLDKLGQPLLNENPQLTEGWEIPKYQQVFSHIVPLEGQEMQVKAKRPKPHCFNCGSEEHQMKECPMPRNAARISEKRKEYMDACGEASGQSFQQRYHAEEVEERFGRFKPGVISEELQD.... Result: 0 (no interaction). (6) The miRNA is mmu-miR-384-5p with sequence UGUAAACAAUUCCUAGGCAAUGU. The protein sequence of the target gene is MASSTTASLGFHYETKYVVLSYLGLLSQEKQQGPSPPGVQLDVAPQSLNPEVLLKLKSEIEEELKTLDKEVSEAFTSTGFDCHTSPVFSPANPESSIEDCLAHLGERVSQDLKEPLQKALQTILSQPVTYEAYRECTVETAVHASGWNKLLVPLVLLQHLLLELTRRGQEPLRMLLQFGVMYLEEHAAEFIIQQGGWGSVFSLEPEEEEYPGIIAEDSNDIYILPSDNSGQVSPPESPTVTTSWQSESLPVSLSASQSWHTESLPVSLGPESWQQIAMDPEEVKSLDSSGAGEKSENNSS.... Result: 0 (no interaction).